Task: Predict the reactants needed to synthesize the given product.. Dataset: Full USPTO retrosynthesis dataset with 1.9M reactions from patents (1976-2016) (1) Given the product [Br:1][C:2]1[C:3]([NH:16][C@H:17]2[CH2:22][CH2:21][C@H:20]([O:23][CH3:24])[CH2:19][CH2:18]2)=[N:4][C:5]([NH2:9])=[N:6][C:7]=1[CH3:8], predict the reactants needed to synthesize it. The reactants are: [Br:1][C:2]1[C:3]([NH:16][C@H:17]2[CH2:22][CH2:21][C@H:20]([O:23][CH3:24])[CH2:19][CH2:18]2)=[N:4][C:5]([N:9]2C(C)=CC=C2C)=[N:6][C:7]=1[CH3:8].Cl.NO.C(O)C. (2) Given the product [CH2:3]([O:5][CH2:6][C:7]1[N:8]([CH2:20][C:21]([CH3:27])([CH3:28])[C:22]([OH:24])=[O:23])[C:9]2[C:18]3[CH:17]=[CH:16][CH:15]=[CH:14][C:13]=3[N:12]=[CH:11][C:10]=2[N:19]=1)[CH3:4], predict the reactants needed to synthesize it. The reactants are: [OH-].[Na+].[CH2:3]([O:5][CH2:6][C:7]1[N:8]([CH2:20][C:21]([CH3:28])([CH3:27])[C:22]([O:24]CC)=[O:23])[C:9]2[C:18]3[CH:17]=[CH:16][CH:15]=[CH:14][C:13]=3[N:12]=[CH:11][C:10]=2[N:19]=1)[CH3:4].C(O)C. (3) Given the product [Cl:1][C:2]1[CH:3]=[CH:4][C:5]([C:8]2[C:12]([CH2:13][O:14][C:15]3[N:20]=[CH:19][C:18]([C:21]([N:23]4[CH2:24][CH2:25][S:26](=[O:30])(=[O:29])[CH2:27][CH2:28]4)=[O:22])=[CH:17][CH:16]=3)=[C:11]([CH2:31][OH:42])[O:10][N:9]=2)=[CH:6][CH:7]=1, predict the reactants needed to synthesize it. The reactants are: [Cl:1][C:2]1[CH:7]=[CH:6][C:5]([C:8]2[C:12]([CH2:13][O:14][C:15]3[N:20]=[CH:19][C:18]([C:21]([N:23]4[CH2:28][CH2:27][S:26](=[O:30])(=[O:29])[CH2:25][CH2:24]4)=[O:22])=[CH:17][CH:16]=3)=[C:11]([CH3:31])[O:10][N:9]=2)=[CH:4][CH:3]=1.C1C=[N+]([C@@H]2[O:42][C@H](COP(OP(OC[C@H]3O[C@@H](N4C5N=CN=C(N)C=5N=C4)[C@H](OP(O)(O)=O)[C@@H]3O)(O)=O)(O)=O)[C@@H](O)[C@H]2O)C=C(C(N)=O)C=1.[Cl-].[Mg+2].[Cl-].C(#N)C. (4) Given the product [CH2:6]([N:8]1[CH2:13][CH2:12][CH2:11][C@H:10]([N:14]([C:19]2[CH:20]=[CH:21][CH:22]=[CH:23][CH:24]=2)[C:15](=[O:18])[CH2:16][CH3:17])[CH2:9]1)[CH2:34][C:35]1[CH:40]=[CH:39][CH:38]=[CH:37][CH:36]=1, predict the reactants needed to synthesize it. The reactants are: C(O[C:6]([N:8]1[CH2:13][CH2:12][CH2:11][C@H:10]([N:14]([C:19]2[CH:24]=[CH:23][CH:22]=[CH:21][CH:20]=2)[C:15](=[O:18])[CH2:16][CH3:17])[CH2:9]1)=O)(C)(C)C.C([O-])([O-])=O.[K+].[K+].O.BrC[CH2:34][C:35]1[CH:40]=[CH:39][CH:38]=[CH:37][CH:36]=1. (5) Given the product [CH2:10]1[C:9]2[C:4](=[CH:5][CH:6]=[CH:7][CH:8]=2)[C@@H:3]([NH:11][C:12]([C:13]([NH:15][C:16]2[CH:21]=[CH:20][C:19]([Cl:22])=[C:18]([F:23])[CH:17]=2)=[O:14])=[O:24])[C@@H:2]1[N:1]=[C:31]([NH2:32])[NH2:26], predict the reactants needed to synthesize it. The reactants are: [NH2:1][C@@H:2]1[CH2:10][C:9]2[C:4](=[CH:5][CH:6]=[CH:7][CH:8]=2)[C@H:3]1[NH:11][C:12](=[O:24])[C:13]([NH:15][C:16]1[CH:21]=[CH:20][C:19]([Cl:22])=[C:18]([F:23])[CH:17]=1)=[O:14].Cl.[N:26]1([C:31](N)=[NH:32])C=CC=N1.C(N(CC)C(C)C)(C)C. (6) Given the product [OH:1][C:3]1[CH:12]=[C:11]2[C:6]([CH:7]=[C:8]([C:17]([O:19][CH2:20][CH3:21])=[O:18])[CH:9]([C:13]([F:16])([F:14])[F:15])[O:10]2)=[CH:5][C:4]=1[CH3:22], predict the reactants needed to synthesize it. The reactants are: [O:1]([C:3]1[CH:12]=[C:11]2[C:6]([CH:7]=[C:8]([C:17]([O:19][CH2:20][CH3:21])=[O:18])[CH:9]([C:13]([F:16])([F:15])[F:14])[O:10]2)=[CH:5][C:4]=1[CH3:22])C.B(Br)(Br)Br. (7) Given the product [CH2:1]([O:3][C:4](=[O:32])[CH:5]([C:10]1[CH:11]=[C:12]([C:22]2[CH:23]=[CH:24][C:25]([C:28]([F:29])([F:30])[F:31])=[CH:26][CH:27]=2)[CH:13]=[C:14]([CH:16]2[CH2:21][CH2:20][CH2:19][N:18]([CH2:34][C:35]3[CH:40]=[CH:39][C:38]([O:41][CH3:42])=[C:37]([C:43]([F:44])([F:45])[F:46])[CH:36]=3)[CH2:17]2)[CH:15]=1)[CH2:6][CH:7]([CH3:9])[CH3:8])[CH3:2], predict the reactants needed to synthesize it. The reactants are: [CH2:1]([O:3][C:4](=[O:32])[CH:5]([C:10]1[CH:11]=[C:12]([C:22]2[CH:27]=[CH:26][C:25]([C:28]([F:31])([F:30])[F:29])=[CH:24][CH:23]=2)[CH:13]=[C:14]([CH:16]2[CH2:21][CH2:20][CH2:19][NH:18][CH2:17]2)[CH:15]=1)[CH2:6][CH:7]([CH3:9])[CH3:8])[CH3:2].Br[CH2:34][C:35]1[CH:40]=[CH:39][C:38]([O:41][CH3:42])=[C:37]([C:43]([F:46])([F:45])[F:44])[CH:36]=1.C(N(C(C)C)CC)(C)C.